From a dataset of Reaction yield outcomes from USPTO patents with 853,638 reactions. Predict the reaction yield, written as a fraction of the theoretical maximum amount of product (1.0 means a 100% yield; for example, 0.34 means a 34% yield). (1) The reactants are Cl[C:2](OC1C=CC([N+]([O-])=O)=CC=1)=[O:3].[C:14]([O:18][CH2:19][CH3:20])(=[O:17])[NH:15][NH2:16].C(N(CC)CC)C.Cl.[NH2:29][CH2:30][CH2:31][CH2:32][CH2:33][NH:34][C:35](=[O:44])[O:36][CH2:37][C:38]1[CH:43]=[CH:42][CH:41]=[CH:40][CH:39]=1. The catalyst is C1COCC1.O. The product is [O:3]=[C:2]([NH:29][CH2:30][CH2:31][CH2:32][CH2:33][NH:34][C:35](=[O:44])[O:36][CH2:37][C:38]1[CH:39]=[CH:40][CH:41]=[CH:42][CH:43]=1)[NH:16][NH:15][C:14]([O:18][CH2:19][CH3:20])=[O:17]. The yield is 0.550. (2) The reactants are [CH2:1]([O:3][C:4]([C:6]1[C:15](=[O:16])[C:14]2[C:9](=[CH:10][C:11]([Cl:18])=[C:12]([F:17])[CH:13]=2)[N:8]([CH2:19][CH2:20][CH2:21][CH2:22][NH2:23])[CH:7]=1)=[O:5])[CH3:2].I[CH2:25][CH2:26][CH2:27][CH2:28][N:29]1[C:34](=[O:35])[CH:33]=[C:32]([NH:36][C:37]2[CH:42]=[CH:41][C:40]([CH3:43])=[C:39]([CH2:44][CH3:45])[CH:38]=2)[NH:31][C:30]1=[O:46].C(=O)([O-])[O-].[K+].[K+]. The catalyst is [Br-].C([N+](CCCC)(CCCC)CCCC)CCC. The product is [CH2:1]([O:3][C:4]([C:6]1[C:15](=[O:16])[C:14]2[C:9](=[CH:10][C:11]([Cl:18])=[C:12]([F:17])[CH:13]=2)[N:8]([CH2:19][CH2:20][CH2:21][CH2:22][NH:23][CH2:25][CH2:26][CH2:27][CH2:28][N:29]2[C:34](=[O:35])[CH:33]=[C:32]([NH:36][C:37]3[CH:42]=[CH:41][C:40]([CH3:43])=[C:39]([CH2:44][CH3:45])[CH:38]=3)[NH:31][C:30]2=[O:46])[CH:7]=1)=[O:5])[CH3:2]. The yield is 0.120. (3) The reactants are [H-].[Na+].[Br:3][C:4]1[CH:5]=[C:6]([F:14])[CH:7]=[C:8]2[C:12]=1[NH:11][CH:10]=[C:9]2[CH3:13].[F:15][C:16]1[CH:17]=[C:18]([CH:21]=[CH:22][C:23]=1[F:24])[CH2:19]Br.Cl.O.CCOCC. The catalyst is CN(C=O)C. The product is [Br:3][C:4]1[CH:5]=[C:6]([F:14])[CH:7]=[C:8]2[C:12]=1[N:11]([CH2:19][C:18]1[CH:21]=[CH:22][C:23]([F:24])=[C:16]([F:15])[CH:17]=1)[CH:10]=[C:9]2[CH3:13]. The yield is 0.900. (4) The catalyst is COCCOC.CCOCC. The yield is 0.986. The reactants are [Cl:1][C:2]1[CH:7]=[CH:6][C:5]([C@H:8]2[O:10][C@@H:9]2[CH2:11][OH:12])=[CH:4][C:3]=1[F:13].[Na].[H-].[Al+3].[H-].[H-]. The product is [Cl:1][C:2]1[CH:7]=[CH:6][C:5]([C@@H:8]([OH:10])[CH2:9][CH2:11][OH:12])=[CH:4][C:3]=1[F:13]. (5) The reactants are [CH2:1]([N:8]1[CH:13]=[C:12]([Cl:14])[N:11]=[C:10]([NH:15][C:16]2[C:21](Br)=[CH:20][C:19]([CH3:23])=[CH:18][N:17]=2)[C:9]1=[O:24])[C:2]1[CH:7]=[CH:6][CH:5]=[CH:4][CH:3]=1.C(N(CC)CC)C.[Si:32]([C:36]#[CH:37])([CH3:35])([CH3:34])[CH3:33]. The catalyst is C1COCC1.CCOC(C)=O.Cl[Pd](Cl)([P](C1C=CC=CC=1)(C1C=CC=CC=1)C1C=CC=CC=1)[P](C1C=CC=CC=1)(C1C=CC=CC=1)C1C=CC=CC=1.[Cu](I)I.C1(P(C2C=CC=CC=2)C2C=CC=CC=2)C=CC=CC=1. The product is [CH2:1]([N:8]1[CH:13]=[C:12]([Cl:14])[N:11]=[C:10]([NH:15][C:16]2[C:21]([C:37]#[C:36][Si:32]([CH3:35])([CH3:34])[CH3:33])=[CH:20][C:19]([CH3:23])=[CH:18][N:17]=2)[C:9]1=[O:24])[C:2]1[CH:7]=[CH:6][CH:5]=[CH:4][CH:3]=1. The yield is 0.960. (6) The reactants are C([O:8][C:9]1[CH:10]=[C:11]2[C:15](=[CH:16][CH:17]=1)[N:14]([CH2:18][CH2:19][C:20]1[CH:25]=[CH:24][CH:23]=[CH:22][CH:21]=1)[CH:13]=[CH:12]2)C1C=CC=CC=1. The catalyst is CCO.[Pd]. The product is [CH2:18]([N:14]1[C:15]2[C:11](=[CH:10][C:9]([OH:8])=[CH:17][CH:16]=2)[CH:12]=[CH:13]1)[CH2:19][C:20]1[CH:21]=[CH:22][CH:23]=[CH:24][CH:25]=1. The yield is 0.870. (7) The reactants are [Cl:1][C:2]1[CH:10]=[C:6]([C:7]([OH:9])=O)[C:5]([OH:11])=[CH:4][CH:3]=1.[NH2:12][C:13]1[S:14][CH:15]=[C:16]([C:18]2[CH:23]=[CH:22][C:21]([Cl:24])=[CH:20][C:19]=2[Cl:25])[N:17]=1. No catalyst specified. The product is [Cl:1][C:2]1[CH:3]=[CH:4][C:5]([OH:11])=[C:6]([CH:10]=1)[C:7]([NH:12][C:13]1[S:14][CH:15]=[C:16]([C:18]2[CH:23]=[CH:22][C:21]([Cl:24])=[CH:20][C:19]=2[Cl:25])[N:17]=1)=[O:9]. The yield is 0.0800. (8) The reactants are [Cl:1][C:2]1[C:7]([C:8](OC)=[O:9])=[CH:6][C:5]([F:12])=[C:4]([Cl:13])[N:3]=1.CC(C[AlH]CC(C)C)C. The catalyst is C(Cl)Cl.CO. The product is [Cl:1][C:2]1[C:7]([CH2:8][OH:9])=[CH:6][C:5]([F:12])=[C:4]([Cl:13])[N:3]=1. The yield is 0.530.